Dataset: Peptide-MHC class II binding affinity with 134,281 pairs from IEDB. Task: Regression. Given a peptide amino acid sequence and an MHC pseudo amino acid sequence, predict their binding affinity value. This is MHC class II binding data. (1) The peptide sequence is GKARTAWVDSGAQLG. The MHC is HLA-DPA10201-DPB10501 with pseudo-sequence HLA-DPA10201-DPB10501. The binding affinity (normalized) is 0.00711. (2) The MHC is HLA-DQA10501-DQB10303 with pseudo-sequence HLA-DQA10501-DQB10303. The binding affinity (normalized) is 0.390. The peptide sequence is SEYMTSWFYDNDNPY. (3) The peptide sequence is TIPNIMFFSTMKRPS. The MHC is HLA-DPA10301-DPB10402 with pseudo-sequence HLA-DPA10301-DPB10402. The binding affinity (normalized) is 0.359. (4) The peptide sequence is RVYCDPCRAGFETNV. The MHC is DRB1_1201 with pseudo-sequence DRB1_1201. The binding affinity (normalized) is 0.275. (5) The peptide sequence is PTIIERNITEIVYLT. The MHC is DRB1_0401 with pseudo-sequence DRB1_0401. The binding affinity (normalized) is 0.462. (6) The peptide sequence is DTGHGTVVMQVKVSK. The MHC is DRB3_0301 with pseudo-sequence DRB3_0301. The binding affinity (normalized) is 0.268.